This data is from Peptide-MHC class II binding affinity with 134,281 pairs from IEDB. The task is: Regression. Given a peptide amino acid sequence and an MHC pseudo amino acid sequence, predict their binding affinity value. This is MHC class II binding data. (1) The peptide sequence is KMYFNLIDTKAYK. The MHC is DRB5_0101 with pseudo-sequence DRB5_0101. The binding affinity (normalized) is 0.936. (2) The peptide sequence is DKLTGPFTVRYTTEG. The MHC is DRB3_0101 with pseudo-sequence DRB3_0101. The binding affinity (normalized) is 0.0521. (3) The peptide sequence is VPDTKVNFYAWKRME. The MHC is DRB1_1101 with pseudo-sequence DRB1_1101. The binding affinity (normalized) is 0.160. (4) The peptide sequence is EVFCQTIKLDSEEYH. The MHC is DRB3_0101 with pseudo-sequence DRB3_0101. The binding affinity (normalized) is 0.390. (5) The binding affinity (normalized) is 0.963. The MHC is DRB1_0701 with pseudo-sequence DRB1_0701. The peptide sequence is EVKSFQWTQALRREL.